Dataset: NCI-60 drug combinations with 297,098 pairs across 59 cell lines. Task: Regression. Given two drug SMILES strings and cell line genomic features, predict the synergy score measuring deviation from expected non-interaction effect. (1) Drug 1: CNC(=O)C1=NC=CC(=C1)OC2=CC=C(C=C2)NC(=O)NC3=CC(=C(C=C3)Cl)C(F)(F)F. Drug 2: C1=NNC2=C1C(=O)NC=N2. Cell line: SK-MEL-2. Synergy scores: CSS=14.5, Synergy_ZIP=4.24, Synergy_Bliss=3.57, Synergy_Loewe=-1.38, Synergy_HSA=-1.79. (2) Drug 1: CC1C(C(CC(O1)OC2CC(CC3=C2C(=C4C(=C3O)C(=O)C5=C(C4=O)C(=CC=C5)OC)O)(C(=O)CO)O)N)O.Cl. Drug 2: COCCOC1=C(C=C2C(=C1)C(=NC=N2)NC3=CC=CC(=C3)C#C)OCCOC.Cl. Cell line: SNB-75. Synergy scores: CSS=-1.03, Synergy_ZIP=0.742, Synergy_Bliss=1.15, Synergy_Loewe=-1.38, Synergy_HSA=-1.18. (3) Drug 1: C1CN1C2=NC(=NC(=N2)N3CC3)N4CC4. Drug 2: COCCOC1=C(C=C2C(=C1)C(=NC=N2)NC3=CC=CC(=C3)C#C)OCCOC.Cl. Cell line: SNB-19. Synergy scores: CSS=40.3, Synergy_ZIP=-6.02, Synergy_Bliss=-7.10, Synergy_Loewe=-14.5, Synergy_HSA=-5.82. (4) Drug 1: C1CCC(C1)C(CC#N)N2C=C(C=N2)C3=C4C=CNC4=NC=N3. Drug 2: C1=CC(=CC=C1C#N)C(C2=CC=C(C=C2)C#N)N3C=NC=N3. Cell line: NCIH23. Synergy scores: CSS=9.75, Synergy_ZIP=-0.875, Synergy_Bliss=3.08, Synergy_Loewe=3.04, Synergy_HSA=3.23. (5) Drug 1: CC1=C2C(C(=O)C3(C(CC4C(C3C(C(C2(C)C)(CC1OC(=O)C(C(C5=CC=CC=C5)NC(=O)OC(C)(C)C)O)O)OC(=O)C6=CC=CC=C6)(CO4)OC(=O)C)OC)C)OC. Drug 2: C1=CN(C(=O)N=C1N)C2C(C(C(O2)CO)O)O.Cl. Cell line: MALME-3M. Synergy scores: CSS=45.7, Synergy_ZIP=-5.23, Synergy_Bliss=-4.59, Synergy_Loewe=1.37, Synergy_HSA=2.60. (6) Drug 1: CCC1(CC2CC(C3=C(CCN(C2)C1)C4=CC=CC=C4N3)(C5=C(C=C6C(=C5)C78CCN9C7C(C=CC9)(C(C(C8N6C)(C(=O)OC)O)OC(=O)C)CC)OC)C(=O)OC)O.OS(=O)(=O)O. Drug 2: CCC1=C2CN3C(=CC4=C(C3=O)COC(=O)C4(CC)O)C2=NC5=C1C=C(C=C5)O. Cell line: DU-145. Synergy scores: CSS=58.5, Synergy_ZIP=6.91, Synergy_Bliss=6.41, Synergy_Loewe=-24.9, Synergy_HSA=-0.223. (7) Drug 1: CC1=C(C=C(C=C1)NC2=NC=CC(=N2)N(C)C3=CC4=NN(C(=C4C=C3)C)C)S(=O)(=O)N.Cl. Drug 2: CC1CCCC2(C(O2)CC(NC(=O)CC(C(C(=O)C(C1O)C)(C)C)O)C(=CC3=CSC(=N3)C)C)C. Cell line: A549. Synergy scores: CSS=1.54, Synergy_ZIP=-1.46, Synergy_Bliss=-3.63, Synergy_Loewe=-8.58, Synergy_HSA=-4.55.